From a dataset of Forward reaction prediction with 1.9M reactions from USPTO patents (1976-2016). Predict the product of the given reaction. The product is: [S:1]1[CH:5]=[CH:4][C:3]([C:10]2[S:14][C:13]([S:15]([N:18]3[CH:22]=[CH:21][CH:20]=[CH:19]3)(=[O:16])=[O:17])=[CH:12][CH:11]=2)=[CH:2]1. Given the reactants [S:1]1[CH:5]=[CH:4][C:3](B(O)O)=[CH:2]1.Br[C:10]1[S:14][C:13]([S:15]([N:18]2[CH:22]=[CH:21][CH:20]=[CH:19]2)(=[O:17])=[O:16])=[CH:12][CH:11]=1, predict the reaction product.